Dataset: Full USPTO retrosynthesis dataset with 1.9M reactions from patents (1976-2016). Task: Predict the reactants needed to synthesize the given product. The reactants are: [CH2:1]1[CH2:6][O:5][CH:4]=[CH:3][CH2:2]1.[NH2:7][C:8]1[S:9][C:10]([C:13]([O:15][CH2:16][CH3:17])=[O:14])=[CH:11][N:12]=1. Given the product [O:5]1[CH2:6][CH2:1][CH2:2][CH2:3][CH:4]1[NH:7][C:8]1[S:9][C:10]([C:13]([O:15][CH2:16][CH3:17])=[O:14])=[CH:11][N:12]=1, predict the reactants needed to synthesize it.